From a dataset of Full USPTO retrosynthesis dataset with 1.9M reactions from patents (1976-2016). Predict the reactants needed to synthesize the given product. (1) The reactants are: Br[C:2]1[N:7]2[C:8]([CH3:16])=[N:9][C:10]([NH:11][S:12]([CH3:15])(=[O:14])=[O:13])=[C:6]2[CH:5]=[CH:4][CH:3]=1.[C:17]([O:21][C:22]([NH:24][C@H:25]([C:35]1[C:40](B(O)O)=[CH:39][CH:38]=[C:37]([C:44]#[C:45][C:46]([OH:49])([CH3:48])[CH3:47])[N:36]=1)[CH2:26][C:27]1[CH:32]=[C:31]([F:33])[CH:30]=[C:29]([F:34])[CH:28]=1)=[O:23])([CH3:20])([CH3:19])[CH3:18].C([O-])([O-])=O.[Na+].[Na+]. Given the product [F:33][C:31]1[CH:32]=[C:27]([CH2:26][C@H:25]([NH:24][C:22](=[O:23])[O:21][C:17]([CH3:20])([CH3:19])[CH3:18])[C:35]2[C:40]([C:2]3[N:7]4[C:8]([CH3:16])=[N:9][C:10]([NH:11][S:12]([CH3:15])(=[O:14])=[O:13])=[C:6]4[CH:5]=[CH:4][CH:3]=3)=[CH:39][CH:38]=[C:37]([C:44]#[C:45][C:46]([OH:49])([CH3:47])[CH3:48])[N:36]=2)[CH:28]=[C:29]([F:34])[CH:30]=1, predict the reactants needed to synthesize it. (2) Given the product [CH:9]1([N:6]2[C:7](=[O:8])[C:2]([CH2:17][CH3:18])([N:1]3[C:29](=[O:42])[C:30]4[C:35](=[C:34]([F:38])[C:33]([F:39])=[C:32]([F:40])[C:31]=4[F:41])[C:36]3=[O:37])[C:3](=[O:16])[NH:4][C:5]2=[O:15])[CH2:14][CH2:13][CH2:12][CH2:11][CH2:10]1, predict the reactants needed to synthesize it. The reactants are: [NH2:1][C:2]1([CH2:17][CH3:18])[C:7](=[O:8])[N:6]([CH:9]2[CH2:14][CH2:13][CH2:12][CH2:11][CH2:10]2)[C:5](=[O:15])[NH:4][C:3]1=[O:16].C(N1C(=O)C(C)(N2[C:36](=[O:37])[C:35]3[C:30](=[C:31]([F:41])[C:32]([F:40])=[C:33]([F:39])[C:34]=3[F:38])[C:29]2=[O:42])C(=O)NC1=O)C. (3) Given the product [C:1]1([NH:7][C:8]([NH:10][C:21]2[CH:26]=[CH:25][C:24]([CH3:27])=[CH:23][CH:22]=2)=[O:9])[CH:6]=[CH:5][CH:4]=[CH:3][CH:2]=1, predict the reactants needed to synthesize it. The reactants are: [C:1]1([NH:7][C:8]([NH2:10])=[O:9])[CH:6]=[CH:5][CH:4]=[CH:3][CH:2]=1.P([O-])([O-])([O-])=O.[K+].[K+].[K+].P.Cl[C:21]1[CH:26]=[CH:25][C:24]([CH3:27])=[CH:23][CH:22]=1. (4) The reactants are: [F:1][C:2]1[CH:7]=[CH:6][C:5]([F:8])=[CH:4][C:3]=1[C:9]1[CH2:10][CH2:11][CH2:12][N:13]=1.[BH4-].[Na+]. Given the product [F:1][C:2]1[CH:7]=[CH:6][C:5]([F:8])=[CH:4][C:3]=1[CH:9]1[CH2:10][CH2:11][CH2:12][NH:13]1, predict the reactants needed to synthesize it.